Dataset: Peptide-MHC class II binding affinity with 134,281 pairs from IEDB. Task: Regression. Given a peptide amino acid sequence and an MHC pseudo amino acid sequence, predict their binding affinity value. This is MHC class II binding data. (1) The peptide sequence is GSLQIVDKIDAAFKI. The MHC is DRB1_1201 with pseudo-sequence DRB1_1201. The binding affinity (normalized) is 0.621. (2) The peptide sequence is AFKVAATAANAAPFN. The MHC is DRB1_1001 with pseudo-sequence DRB1_1001. The binding affinity (normalized) is 0.831. (3) The peptide sequence is YYSEPTSENNAHHVC. The MHC is DRB3_0301 with pseudo-sequence DRB3_0301. The binding affinity (normalized) is 0.409. (4) The peptide sequence is TFHVEKGSNPNYLALLVKYVNGDGD. The MHC is HLA-DQA10301-DQB10302 with pseudo-sequence HLA-DQA10301-DQB10302. The binding affinity (normalized) is 0.255. (5) The peptide sequence is TNSHNDDALLKNYGL. The MHC is DRB1_0401 with pseudo-sequence DRB1_0401. The binding affinity (normalized) is 0.0833.